This data is from Full USPTO retrosynthesis dataset with 1.9M reactions from patents (1976-2016). The task is: Predict the reactants needed to synthesize the given product. (1) The reactants are: [OH:1][C:2]1[CH:3]=[C:4]([CH:13]=[CH:14][CH:15]=1)[CH:5]=[CH:6][CH:7]=[N:8][NH:9][C:10]([NH2:12])=[S:11].Br[CH2:17][C:18]([C:20]1[CH:25]=[CH:24][C:23]([Cl:26])=[CH:22][CH:21]=1)=O. Given the product [Cl:26][C:23]1[CH:24]=[CH:25][C:20]([C:18]2[N:12]=[C:10]([NH:9][N:8]=[CH:7]/[CH:6]=[CH:5]/[C:4]3[CH:3]=[C:2]([OH:1])[CH:15]=[CH:14][CH:13]=3)[S:11][CH:17]=2)=[CH:21][CH:22]=1, predict the reactants needed to synthesize it. (2) Given the product [CH3:3][O:4][C:5](=[O:11])[C:6]([CH3:10])([CH3:9])[CH2:7][O:8][CH2:12][C:13]1[CH:18]=[CH:17][CH:16]=[CH:15][CH:14]=1, predict the reactants needed to synthesize it. The reactants are: [H-].[Na+].[CH3:3][O:4][C:5](=[O:11])[C:6]([CH3:10])([CH3:9])[CH2:7][OH:8].[CH2:12](Br)[C:13]1[CH:18]=[CH:17][CH:16]=[CH:15][CH:14]=1. (3) Given the product [CH2:1]([NH:2]/[CH:3]=[CH:4]/[C:5](=[O:11])[CH:6]([O:9][CH3:10])[O:7][CH3:8])[C:14]1[CH:19]=[CH:18][CH:17]=[CH:16][CH:15]=1, predict the reactants needed to synthesize it. The reactants are: [CH3:1][N:2](C)/[CH:3]=[CH:4]/[C:5](=[O:11])[CH:6]([O:9][CH3:10])[O:7][CH3:8].C(N)[C:14]1[CH:19]=[CH:18][CH:17]=[CH:16][CH:15]=1. (4) Given the product [N+:27]([C:30]1[CH:31]=[C:32]([CH2:36][C:37]([NH:1][C:2]2[CH:3]=[C:4]([NH:8][C:9](=[O:15])[O:10][C:11]([CH3:12])([CH3:14])[CH3:13])[CH:5]=[CH:6][CH:7]=2)=[O:38])[CH:33]=[CH:34][CH:35]=1)([O-:29])=[O:28], predict the reactants needed to synthesize it. The reactants are: [NH2:1][C:2]1[CH:3]=[C:4]([NH:8][C:9](=[O:15])[O:10][C:11]([CH3:14])([CH3:13])[CH3:12])[CH:5]=[CH:6][CH:7]=1.S(Cl)(Cl)=O.C(N(CC)CC)C.[N+:27]([C:30]1[CH:31]=[C:32]([CH2:36][C:37](O)=[O:38])[CH:33]=[CH:34][CH:35]=1)([O-:29])=[O:28]. (5) Given the product [Cl:26][C:27]1[CH:28]=[C:29]([CH:33]=[CH:34][CH:35]=1)[C:30]([NH:1][C:2]1[CH:11]=[C:10]2[C:5]([CH:6]=[CH:7][CH:8]=[C:9]2[N:12]2[CH2:17][CH2:16][N:15]([CH3:18])[CH2:14][CH2:13]2)=[CH:4][CH:3]=1)=[O:31], predict the reactants needed to synthesize it. The reactants are: [NH2:1][C:2]1[CH:11]=[C:10]2[C:5]([CH:6]=[CH:7][CH:8]=[C:9]2[N:12]2[CH2:17][CH2:16][N:15]([CH3:18])[CH2:14][CH2:13]2)=[CH:4][CH:3]=1.C(N(CC)CC)C.[Cl:26][C:27]1[CH:28]=[C:29]([CH:33]=[CH:34][CH:35]=1)[C:30](Cl)=[O:31]. (6) Given the product [F:36][C:32]1[C:33]([F:35])=[CH:34][C:29]([C:26]2[CH:25]=[CH:24][C:23]([O:22][CH2:21][C:20]3[CH:19]=[C:18]([N:9]4[CH2:13][CH2:12][CH2:11][C@H:10]4[C:14]([OH:16])=[O:15])[CH:41]=[CH:40][CH:39]=3)=[CH:28][CH:27]=2)=[C:30]([O:37][CH3:38])[CH:31]=1, predict the reactants needed to synthesize it. The reactants are: [I-].[Na+].C(=O)([O-])[O-].[Cs+].[Cs+].[NH:9]1[CH2:13][CH2:12][CH2:11][C@H:10]1[C:14]([OH:16])=[O:15].Br[C:18]1[CH:19]=[C:20]([CH:39]=[CH:40][CH:41]=1)[CH2:21][O:22][C:23]1[CH:28]=[CH:27][C:26]([C:29]2[CH:34]=[C:33]([F:35])[C:32]([F:36])=[CH:31][C:30]=2[O:37][CH3:38])=[CH:25][CH:24]=1. (7) Given the product [CH2:1]([O:8][C:9]1[CH:10]=[C:11]([C@@H:15]([NH:28][C:29]([C@@H:31]2[CH2:36][CH2:35][CH2:34][N:33]([C:37](=[O:53])[CH2:38][CH2:39][CH:40]3[CH2:41][CH2:42][NH:43][CH2:44][CH2:45]3)[CH2:32]2)=[O:30])[CH:16]([C:17]([O:19][CH3:20])=[O:18])[C:24]([OH:26])=[O:25])[CH:12]=[CH:13][CH:14]=1)[C:2]1[CH:3]=[CH:4][CH:5]=[CH:6][CH:7]=1, predict the reactants needed to synthesize it. The reactants are: [CH2:1]([O:8][C:9]1[CH:10]=[C:11]([C@@H:15]([NH:28][C:29]([C@@H:31]2[CH2:36][CH2:35][CH2:34][N:33]([C:37](=[O:53])[CH2:38][CH2:39][CH:40]3[CH2:45][CH2:44][N:43](C(OC(C)(C)C)=O)[CH2:42][CH2:41]3)[CH2:32]2)=[O:30])[CH:16]([C:24]([O:26]C)=[O:25])[C:17]([O:19][C:20](C)(C)C)=[O:18])[CH:12]=[CH:13][CH:14]=1)[C:2]1[CH:7]=[CH:6][CH:5]=[CH:4][CH:3]=1.